Predict the reactants needed to synthesize the given product. From a dataset of Full USPTO retrosynthesis dataset with 1.9M reactions from patents (1976-2016). (1) Given the product [Br:1][C:2]1[CH:3]=[CH:4][C:5]([C:8]2[NH:36][C:35]3[CH:34]=[C:33]([CH:37]4[CH2:41][CH2:40][CH2:39][NH:38]4)[C:32]([O:49][C:50]4[CH:55]=[CH:54][C:53]([S:56]([CH3:59])(=[O:58])=[O:57])=[CH:52][CH:51]=4)=[CH:31][C:30]=3[N:29]=2)=[N:6][CH:7]=1, predict the reactants needed to synthesize it. The reactants are: [Br:1][C:2]1[CH:3]=[CH:4][C:5]([C:8](O)=O)=[N:6][CH:7]=1.Cl.CN(C)CCCN=C=NCC.N1C=CC=CC=1.[NH2:29][C:30]1[C:35]([NH2:36])=[CH:34][C:33]([CH:37]2[CH2:41][CH2:40][CH2:39][N:38]2C(OC(C)(C)C)=O)=[C:32]([O:49][C:50]2[CH:55]=[CH:54][C:53]([S:56]([CH3:59])(=[O:58])=[O:57])=[CH:52][CH:51]=2)[CH:31]=1. (2) Given the product [C:1]([NH:4][C:5]1[S:6][C:7]2[CH:13]=[CH:12][CH:11]=[C:10]([O:14][C:15]3[N:20]=[CH:19][N:18]=[C:17]([C:21]4[CH:26]=[CH:25][C:24]([C:27]([F:28])([F:29])[F:30])=[CH:23][C:22]=4[NH:31][C:32]([CH:40]4[CH2:42][CH2:5][N:9]([CH:8]([CH3:10])[CH3:7])[CH2:39]4)=[O:33])[CH:16]=3)[C:8]=2[N:9]=1)(=[O:3])[CH3:2], predict the reactants needed to synthesize it. The reactants are: [C:1]([NH:4][C:5]1[S:6][C:7]2[CH:13]=[CH:12][CH:11]=[C:10]([O:14][C:15]3[N:20]=[CH:19][N:18]=[C:17]([C:21]4[CH:26]=[CH:25][C:24]([C:27]([F:30])([F:29])[F:28])=[CH:23][C:22]=4[NH:31][C:32](C4CCCN4)=[O:33])[CH:16]=3)[C:8]=2[N:9]=1)(=[O:3])[CH3:2].[CH3:39][C:40]([CH3:42])=O.